From a dataset of Forward reaction prediction with 1.9M reactions from USPTO patents (1976-2016). Predict the product of the given reaction. (1) Given the reactants [CH3:1][N:2]1[C:6]([C:7]2[CH:8]=[C:9]([C:12]([O:14][CH3:15])=[O:13])[S:10][CH:11]=2)=[CH:5][CH:4]=[N:3]1.[B-](F)(F)(F)[F:17].[B-](F)(F)(F)F.C1[N+]2(CCl)CC[N+](F)(CC2)C1.O, predict the reaction product. The product is: [F:17][C:5]1[CH:4]=[N:3][N:2]([CH3:1])[C:6]=1[C:7]1[CH:8]=[C:9]([C:12]([O:14][CH3:15])=[O:13])[S:10][CH:11]=1. (2) The product is: [CH2:31]([O:30][CH:17]([O:16][CH2:14][CH3:15])[CH2:18][CH2:19][CH2:20][NH:21][C:11]([N:2]1[CH2:3][CH2:4][C:5]2[C:10](=[CH:9][CH:8]=[CH:7][CH:6]=2)[CH2:1]1)=[O:12])[CH3:32]. Given the reactants [CH2:1]1[C:10]2[C:5](=[CH:6][CH:7]=[CH:8][CH:9]=2)[CH2:4][CH2:3][N:2]1[C:11](Cl)=[O:12].[CH2:14]([O:16][CH:17]([O:30][CH2:31][CH3:32])[CH2:18][CH2:19][CH2:20][NH:21]C(C1CCCCC1)=O)[CH3:15], predict the reaction product.